This data is from Reaction yield outcomes from USPTO patents with 853,638 reactions. The task is: Predict the reaction yield, written as a fraction of the theoretical maximum amount of product (1.0 means a 100% yield; for example, 0.34 means a 34% yield). The reactants are [CH2:1]([C@H:5]1[C:10](=[O:11])[NH:9][C@@H:8]([C:12]2[O:16][CH:15]=[N:14][CH:13]=2)[CH2:7][N:6]1[C:17]([O:19]C(C)(C)C)=O)[CH:2]([CH3:4])[CH3:3].[F:24][C:25]1[CH:30]=[CH:29][C:28]([C:31]2[O:35][N:34]=[C:33](C(O)=O)[N:32]=2)=[CH:27][CH:26]=1.FC1C=CC(C2ON=C(C(N3C[C@H](C4OC=NC=4)NC(=O)[C@@H]3CC(C)C)=O)C=2)=CC=1. The yield is 0.590. No catalyst specified. The product is [F:24][C:25]1[CH:26]=[CH:27][C:28]([C:31]2[O:35][N:34]=[C:33]([C:17]([N:6]3[CH2:7][C@H:8]([C:12]4[O:16][CH:15]=[N:14][CH:13]=4)[NH:9][C:10](=[O:11])[C@@H:5]3[CH2:1][CH:2]([CH3:3])[CH3:4])=[O:19])[N:32]=2)=[CH:29][CH:30]=1.